This data is from Forward reaction prediction with 1.9M reactions from USPTO patents (1976-2016). The task is: Predict the product of the given reaction. Given the reactants [Br:1][CH2:2][CH2:3][CH2:4][CH2:5][CH2:6][CH2:7][CH2:8][CH2:9][CH2:10][CH2:11][CH2:12][CH2:13][O:14][C:15]1[CH:39]=[CH:38][C:18]([C:19]([O:21][C:22]2[CH:27]=[CH:26][C:25]([C:28]([O:30][C:31]3[CH:36]=[CH:35][CH:34]=[C:33]([OH:37])[CH:32]=3)=[O:29])=[CH:24][CH:23]=2)=[O:20])=[CH:17][CH:16]=1.[CH2:40]([O:42][C:43]([S:45][CH2:46][CH2:47][CH2:48][CH2:49][CH2:50][CH2:51][CH2:52][CH2:53][CH2:54][CH2:55][CH2:56][CH2:57][O:58][C:59]1[CH:76]=[CH:75][C:62]([C:63]([O:65][C:66]2[CH:74]=[CH:73][C:69]([C:70](O)=[O:71])=[CH:68][CH:67]=2)=[O:64])=[CH:61][CH:60]=1)=[S:44])[CH3:41].C1CCC(N=C=NC2CCCCC2)CC1, predict the reaction product. The product is: [CH2:40]([O:42][C:43]([S:45][CH2:46][CH2:47][CH2:48][CH2:49][CH2:50][CH2:51][CH2:52][CH2:53][CH2:54][CH2:55][CH2:56][CH2:57][O:58][C:59]1[CH:76]=[CH:75][C:62]([C:63]([O:65][C:66]2[CH:74]=[CH:73][C:69]([C:70]([O:37][C:33]3[CH:34]=[CH:35][CH:36]=[C:31]([O:30][C:28](=[O:29])[C:25]4[CH:24]=[CH:23][C:22]([O:21][C:19](=[O:20])[C:18]5[CH:38]=[CH:39][C:15]([O:14][CH2:13][CH2:12][CH2:11][CH2:10][CH2:9][CH2:8][CH2:7][CH2:6][CH2:5][CH2:4][CH2:3][CH2:2][Br:1])=[CH:16][CH:17]=5)=[CH:27][CH:26]=4)[CH:32]=3)=[O:71])=[CH:68][CH:67]=2)=[O:64])=[CH:61][CH:60]=1)=[S:44])[CH3:41].